This data is from Full USPTO retrosynthesis dataset with 1.9M reactions from patents (1976-2016). The task is: Predict the reactants needed to synthesize the given product. (1) Given the product [C:38]1([C:28]2[N:27]=[C:26]([C:20]3[CH:25]=[CH:24][CH:23]=[CH:22][CH:21]=3)[N:31]=[C:30]([C:32]3[CH:37]=[C:36]([C:2]4[C:10]5[C:5](=[CH:6][CH:7]=[CH:8][CH:9]=5)[N:4]5[C:11]6[CH:12]=[CH:13][CH:14]=[CH:15][C:16]=6[C:17]([CH3:18])([CH3:19])[C:3]=45)[CH:35]=[CH:34][CH:33]=3)[N:29]=2)[CH:43]=[CH:42][CH:41]=[CH:40][CH:39]=1, predict the reactants needed to synthesize it. The reactants are: Br[C:2]1[C:10]2[C:5](=[CH:6][CH:7]=[CH:8][CH:9]=2)[N:4]2[C:11]3[CH:12]=[CH:13][CH:14]=[CH:15][C:16]=3[C:17]([CH3:19])([CH3:18])[C:3]=12.[C:20]1([C:26]2[N:31]=[C:30]([C:32]3[CH:37]=[CH:36][CH:35]=[CH:34][CH:33]=3)[N:29]=[C:28]([C:38]3[CH:43]=[CH:42][CH:41]=[C:40](B4OC(C)(C)C(C)(C)O4)[CH:39]=3)[N:27]=2)[CH:25]=[CH:24][CH:23]=[CH:22][CH:21]=1.C(=O)([O-])[O-].[Na+].[Na+]. (2) The reactants are: [Cl:1][C:2]1[CH:7]=[CH:6][CH:5]=[CH:4][C:3]=1[S:8]([N:11]=[C:12]=[O:13])(=[O:10])=[O:9].C(O)(C(F)(F)F)=O.[NH2:21][C@@H:22]([CH2:36][C:37]1[CH:42]=[CH:41][CH:40]=[CH:39][CH:38]=1)[C:23]([N:25]([C:27]1[CH:28]=[C:29]2[C:33](=[CH:34][CH:35]=1)[CH2:32][CH2:31][CH2:30]2)[CH3:26])=[O:24].C(N(CC)CC)C. Given the product [Cl:1][C:2]1[CH:7]=[CH:6][CH:5]=[CH:4][C:3]=1[S:8]([NH:11][C:12](=[O:13])[NH:21][C@@H:22]([CH2:36][C:37]1[CH:42]=[CH:41][CH:40]=[CH:39][CH:38]=1)[C:23]([N:25]([C:27]1[CH:28]=[C:29]2[C:33](=[CH:34][CH:35]=1)[CH2:32][CH2:31][CH2:30]2)[CH3:26])=[O:24])(=[O:10])=[O:9], predict the reactants needed to synthesize it. (3) Given the product [C:1]([O:5][C:6]([N:8]1[CH2:12][CH2:11][C@@H:10]([N:13]([CH2:32][CH3:33])[C:14](=[O:31])[C:15]2[CH:16]=[CH:17][C:18]([N:21]3[C:25]4[CH:26]=[CH:27][CH:28]=[CH:29][C:24]=4[N:23]=[C:22]3[CH3:30])=[CH:19][CH:20]=2)[CH2:9]1)=[O:7])([CH3:4])([CH3:3])[CH3:2], predict the reactants needed to synthesize it. The reactants are: [C:1]([O:5][C:6]([N:8]1[CH2:12][CH2:11][C@@H:10]([NH:13][C:14](=[O:31])[C:15]2[CH:20]=[CH:19][C:18]([N:21]3[C:25]4[CH:26]=[CH:27][CH:28]=[CH:29][C:24]=4[N:23]=[C:22]3[CH3:30])=[CH:17][CH:16]=2)[CH2:9]1)=[O:7])([CH3:4])([CH3:3])[CH3:2].[CH2:32](Br)[CH3:33]. (4) Given the product [Si:1]([O:18][CH2:19][CH:20]([O:25][CH3:26])[C:21]([NH:23][CH3:24])=[O:22])([C:14]([CH3:17])([CH3:16])[CH3:15])([C:8]1[CH:13]=[CH:12][CH:11]=[CH:10][CH:9]=1)[C:2]1[CH:3]=[CH:4][CH:5]=[CH:6][CH:7]=1, predict the reactants needed to synthesize it. The reactants are: [Si:1]([O:18][CH2:19][CH:20]([OH:25])[C:21]([NH:23][CH3:24])=[O:22])([C:14]([CH3:17])([CH3:16])[CH3:15])([C:8]1[CH:13]=[CH:12][CH:11]=[CH:10][CH:9]=1)[C:2]1[CH:7]=[CH:6][CH:5]=[CH:4][CH:3]=1.[CH3:26]I. (5) Given the product [Cl:1][C:2]1[CH:32]=[C:31]([Cl:33])[CH:30]=[CH:29][C:3]=1[CH2:4][CH:5]1[CH2:9][CH2:8][N:7]([C@H:10]2[CH2:11][CH2:12][C@@H:13]([OH:16])[CH2:14][CH2:15]2)[C:6]1=[O:28], predict the reactants needed to synthesize it. The reactants are: [Cl:1][C:2]1[CH:32]=[C:31]([Cl:33])[CH:30]=[CH:29][C:3]=1[CH2:4][CH:5]1[CH2:9][CH2:8][N:7]([C@@H:10]2[CH2:15][CH2:14][C@H:13]([O:16]C(=O)C3C=CC([N+]([O-])=O)=CC=3)[CH2:12][CH2:11]2)[C:6]1=[O:28].C([O-])([O-])=O.[K+].[K+].